This data is from Full USPTO retrosynthesis dataset with 1.9M reactions from patents (1976-2016). The task is: Predict the reactants needed to synthesize the given product. (1) The reactants are: CC1(C)OC([CH2:7][CH2:8][CH2:9][C:10]2[C:15]([O:16][CH3:17])=[CH:14][CH:13]=[CH:12][C:11]=2[CH2:18][NH:19][CH:20]2[CH2:25][CH2:24][N:23](C([O-])=O)[CH2:22][CH2:21]2)CO1.[OH-].[Na+].O.[C:33]([O:36]CC)(=[O:35])[CH3:34].[CH3:39]O. Given the product [CH3:34][C:33]1([CH3:39])[O:36][CH:8]([CH2:9][C:10]2[C:15]([O:16][CH3:17])=[CH:14][CH:13]=[CH:12][C:11]=2[CH2:18][NH:19][CH:20]2[CH2:21][CH2:22][NH:23][CH2:24][CH2:25]2)[CH2:7][O:35]1, predict the reactants needed to synthesize it. (2) Given the product [CH3:1][O:2][C:3](=[O:22])[C:4]1[CH:9]=[CH:8][CH:7]=[C:6]([S:10][C:11]2[C:19]3[C:14](=[CH:15][C:16]([Cl:20])=[CH:17][CH:18]=3)[N:13]([C:24]3[CH:25]=[N:26][N:27]([CH3:29])[CH:28]=3)[C:12]=2[CH3:21])[CH:5]=1, predict the reactants needed to synthesize it. The reactants are: [CH3:1][O:2][C:3](=[O:22])[C:4]1[CH:9]=[CH:8][CH:7]=[C:6]([S:10][C:11]2[C:19]3[C:14](=[CH:15][C:16]([Cl:20])=[CH:17][CH:18]=3)[NH:13][C:12]=2[CH3:21])[CH:5]=1.Br[C:24]1[CH:25]=[N:26][N:27]([CH3:29])[CH:28]=1. (3) Given the product [CH3:1][O:2][C:3](=[O:12])[C:4]1[CH:9]=[CH:8][C:7]([CH2:10][N:16]([CH2:13][CH2:14][CH3:15])[CH:17]2[CH2:25][CH2:24][C:20]3[N:21]=[CH:22][S:23][C:19]=3[CH2:18]2)=[CH:6][CH:5]=1, predict the reactants needed to synthesize it. The reactants are: [CH3:1][O:2][C:3](=[O:12])[C:4]1[CH:9]=[CH:8][C:7]([CH:10]=O)=[CH:6][CH:5]=1.[CH2:13]([NH:16][CH:17]1[CH2:25][CH2:24][C:20]2[N:21]=[CH:22][S:23][C:19]=2[CH2:18]1)[CH2:14][CH3:15]. (4) The reactants are: [C:1]([OH:7])(=[O:6])[CH2:2][CH2:3][CH:4]=[CH2:5].[CH3:8][Si:9]([CH3:16])([CH3:15])N[Si:9]([CH3:16])([CH3:15])[CH3:8].[NH4+]. Given the product [C:1]([O:7][Si:9]([CH3:16])([CH3:15])[CH3:8])(=[O:6])[CH2:2][CH2:3][CH:4]=[CH2:5], predict the reactants needed to synthesize it. (5) Given the product [NH2:28][C:27]1[CH:40]=[C:39]([OH:42])[N:31]=[C:30]([NH:32][C:22]2[CH:21]=[CH:17][C:20]([C:25]#[N:26])=[CH:24][CH:23]=2)[N:29]=1, predict the reactants needed to synthesize it. The reactants are: C(O)CCC.CC(C)([O-])C.[K+].CCOC([CH:17]([C:20]1([C:25]#[N:26])[CH2:24][CH2:23][CH2:22][CH2:21]1)C#N)=O.[C:27]([N:29](C1C=CC=CC=1)[C:30]([NH2:32])=[NH:31])#[N:28].[C:39]([OH:42])(=O)[CH3:40].